This data is from Forward reaction prediction with 1.9M reactions from USPTO patents (1976-2016). The task is: Predict the product of the given reaction. (1) Given the reactants [Cl:1][C:2]1[CH:3]=[C:4]([C:9]2[CH:10]=[N:11][C:12]([C:18]3[CH:19]=[N:20][N:21]([CH3:23])[CH:22]=3)=[C:13]([CH:17]=2)[C:14](O)=[O:15])[CH:5]=[C:6]([CH3:8])[CH:7]=1.[CH3:24][O:25][C:26]1[CH:27]=[C:28]([CH:31]=[CH:32][C:33]=1[O:34][CH3:35])[CH2:29][NH2:30].C(Cl)CCl.C1C=CC2N(O)N=NC=2C=1.CN1CCOCC1, predict the reaction product. The product is: [Cl:1][C:2]1[CH:3]=[C:4]([C:9]2[CH:10]=[N:11][C:12]([C:18]3[CH:19]=[N:20][N:21]([CH3:23])[CH:22]=3)=[C:13]([CH:17]=2)[C:14]([NH:30][CH2:29][C:28]2[CH:31]=[CH:32][C:33]([O:34][CH3:35])=[C:26]([O:25][CH3:24])[CH:27]=2)=[O:15])[CH:5]=[C:6]([CH3:8])[CH:7]=1. (2) Given the reactants [CH2:1]([O:3][C:4](=[O:19])[CH2:5][O:6][C:7]1[CH:12]=[C:11]([CH:13]([CH3:15])[CH3:14])[CH:10]=[CH:9][C:8]=1[CH2:16][CH2:17][NH2:18])[CH3:2].C(N(CC)CC)C.[C:27]([C:29]1[CH:30]=[CH:31][C:32]([O:39][CH3:40])=[C:33]([S:35](Cl)(=[O:37])=[O:36])[CH:34]=1)#[N:28], predict the reaction product. The product is: [C:27]([C:29]1[CH:30]=[CH:31][C:32]([O:39][CH3:40])=[C:33]([S:35]([NH:18][CH2:17][CH2:16][C:8]2[CH:9]=[CH:10][C:11]([CH:13]([CH3:15])[CH3:14])=[CH:12][C:7]=2[O:6][CH2:5][C:4]([O:3][CH2:1][CH3:2])=[O:19])(=[O:37])=[O:36])[CH:34]=1)#[N:28]. (3) Given the reactants [CH2:1]([OH:19])[CH2:2][CH2:3][CH2:4][CH2:5][CH2:6][CH2:7][CH2:8]/[CH:9]=[CH:10]\[CH2:11][CH2:12][CH2:13][CH2:14][CH2:15][CH2:16][CH2:17][CH3:18].[Br:20][CH2:21][C:22](OC)=[O:23], predict the reaction product. The product is: [Br:20][CH2:21][C:22]([O:19][CH2:1][CH2:2][CH2:3][CH2:4][CH2:5][CH2:6][CH2:7][CH2:8]/[CH:9]=[CH:10]\[CH2:11][CH2:12][CH2:13][CH2:14][CH2:15][CH2:16][CH2:17][CH3:18])=[O:23]. (4) Given the reactants [CH3:1][O:2][C:3]1[N:8]=[CH:7][C:6](B(O)O)=[CH:5][CH:4]=1.[F-].[K+].OC(C(F)(F)F)=O.[OH:21][C:22]([CH3:44])([CH3:43])[CH2:23][C@@:24]1([C:37]2[CH:42]=[CH:41][CH:40]=[CH:39][CH:38]=2)[O:29][C:28](=[O:30])[N:27]([C@H:31]2[CH2:36][CH2:35][CH2:34][NH:33][CH2:32]2)[CH2:26][CH2:25]1.O=O, predict the reaction product. The product is: [OH:21][C:22]([CH3:44])([CH3:43])[CH2:23][C@@:24]1([C:37]2[CH:38]=[CH:39][CH:40]=[CH:41][CH:42]=2)[O:29][C:28](=[O:30])[N:27]([C@H:31]2[CH2:36][CH2:35][CH2:34][N:33]([C:6]3[CH:7]=[N:8][C:3]([O:2][CH3:1])=[CH:4][CH:5]=3)[CH2:32]2)[CH2:26][CH2:25]1. (5) Given the reactants FC(F)(F)C(O)=O.C(O[C:13]([NH:15][CH:16]([CH2:18]/[CH:19]=[CH:20]/[C:21]1[CH:22]=[N:23][C:24]([NH2:28])=[C:25]([CH3:27])[CH:26]=1)[CH3:17])=O)(C)(C)C, predict the reaction product. The product is: [CH3:13][NH:15][CH:16]([CH2:18]/[CH:19]=[CH:20]/[C:21]1[CH:22]=[N:23][C:24]([NH2:28])=[C:25]([CH3:27])[CH:26]=1)[CH3:17]. (6) Given the reactants [O-]CC.[Na+].[C:5]([CH2:7][C:8](OCC)=[O:9])#[N:6].[F:13][C:14]([F:27])([F:26])[O:15][C:16]1[CH:17]=[C:18]([NH:22][C:23]([NH2:25])=[S:24])[CH:19]=[CH:20][CH:21]=1.S(=O)(=O)(O)O, predict the reaction product. The product is: [NH2:6][C:5]1[N:22]([C:18]2[CH:19]=[CH:20][CH:21]=[C:16]([O:15][C:14]([F:26])([F:13])[F:27])[CH:17]=2)[C:23](=[S:24])[NH:25][C:8](=[O:9])[CH:7]=1. (7) Given the reactants C(OC([NH:8][CH2:9][CH2:10][C:11]1[CH:12]=[C:13]([NH:17][C:18]([O:20][CH2:21][CH3:22])=[O:19])[CH:14]=[CH:15][CH:16]=1)=O)(C)(C)C.[ClH:23], predict the reaction product. The product is: [ClH:23].[CH2:21]([O:20][C:18]([NH:17][C:13]1[CH:12]=[C:11]([CH:16]=[CH:15][CH:14]=1)[CH2:10][CH2:9][NH2:8])=[O:19])[CH3:22].